This data is from Forward reaction prediction with 1.9M reactions from USPTO patents (1976-2016). The task is: Predict the product of the given reaction. (1) Given the reactants [CH2:1]([N:8]1[CH2:13][CH2:12][C:11]([NH:16][C:17]2[CH:22]=[CH:21][CH:20]=[CH:19][CH:18]=2)([C:14]#[N:15])[CH2:10][CH2:9]1)[C:2]1[CH:7]=[CH:6][CH:5]=[CH:4][CH:3]=1.S(=O)(=O)(O)[OH:24].[OH-].[Na+], predict the reaction product. The product is: [CH2:1]([N:8]1[CH2:9][CH2:10][C:11]([NH:16][C:17]2[CH:22]=[CH:21][CH:20]=[CH:19][CH:18]=2)([C:14]([NH2:15])=[O:24])[CH2:12][CH2:13]1)[C:2]1[CH:3]=[CH:4][CH:5]=[CH:6][CH:7]=1. (2) Given the reactants [C:1]([O:5][C:6]([NH:8][CH:9]1[C:27](=[O:28])[N:26]2[CH:22]([CH2:23][CH:24]([OH:29])[CH2:25]2)[C:21](=[O:30])[NH:20][C:19]2([C:31]([OH:33])=[O:32])[CH:17]([CH2:18]2)[CH:16]=[CH:15][CH2:14][CH2:13][CH2:12][CH2:11][CH2:10]1)=[O:7])([CH3:4])([CH3:3])[CH3:2].CC(C)([O-])C.[K+].F[C:41]1[CH:46]=[CH:45][CH:44]=[CH:43][N:42]=1, predict the reaction product. The product is: [C:1]([O:5][C:6]([NH:8][CH:9]1[C:27](=[O:28])[N:26]2[CH:22]([CH2:23][CH:24]([O:29][C:41]3[CH:46]=[CH:45][CH:44]=[CH:43][N:42]=3)[CH2:25]2)[C:21](=[O:30])[NH:20][C:19]2([C:31]([OH:33])=[O:32])[CH:17]([CH2:18]2)[CH:16]=[CH:15][CH2:14][CH2:13][CH2:12][CH2:11][CH2:10]1)=[O:7])([CH3:4])([CH3:2])[CH3:3].